This data is from Peptide-MHC class I binding affinity with 185,985 pairs from IEDB/IMGT. The task is: Regression. Given a peptide amino acid sequence and an MHC pseudo amino acid sequence, predict their binding affinity value. This is MHC class I binding data. (1) The peptide sequence is ITDEINQIK. The MHC is HLA-B51:01 with pseudo-sequence HLA-B51:01. The binding affinity (normalized) is 0.0847. (2) The peptide sequence is ATIQRFSSLR. The MHC is HLA-A31:01 with pseudo-sequence HLA-A31:01. The binding affinity (normalized) is 1.00. (3) The peptide sequence is KLQDLTLRC. The MHC is HLA-A02:01 with pseudo-sequence HLA-A02:01. The binding affinity (normalized) is 0.725. (4) The peptide sequence is GLGGDASAY. The MHC is HLA-A11:01 with pseudo-sequence HLA-A11:01. The binding affinity (normalized) is 0.0847. (5) The peptide sequence is HYNAFHWAI. The MHC is HLA-C04:01 with pseudo-sequence HLA-C04:01. The binding affinity (normalized) is 0.0847. (6) The peptide sequence is FLPSDYFPSV. The MHC is Patr-A0401 with pseudo-sequence Patr-A0401. The binding affinity (normalized) is 0.346. (7) The MHC is HLA-B51:01 with pseudo-sequence HLA-B51:01. The peptide sequence is LARQHIAAL. The binding affinity (normalized) is 0.0847. (8) The peptide sequence is GLIYTYSGL. The MHC is HLA-A02:03 with pseudo-sequence HLA-A02:03. The binding affinity (normalized) is 0.784. (9) The peptide sequence is SRLGIVVLR. The MHC is HLA-B27:05 with pseudo-sequence HLA-B27:05. The binding affinity (normalized) is 0.797. (10) The peptide sequence is VTDTALAYF. The MHC is HLA-A02:11 with pseudo-sequence HLA-A02:11. The binding affinity (normalized) is 0.0847.